This data is from Reaction yield outcomes from USPTO patents with 853,638 reactions. The task is: Predict the reaction yield, written as a fraction of the theoretical maximum amount of product (1.0 means a 100% yield; for example, 0.34 means a 34% yield). (1) The reactants are [C:1]([Cl:6])(=[O:5])[C:2](Cl)=[O:3].[F:7][C:8]1[CH:18]=[CH:17][C:11](OCC(O)=O)=[CH:10][CH:9]=1. The catalyst is CN(C)C=O.ClCCl. The product is [F:7][C:8]1[CH:18]=[CH:17][C:11]([O:3][CH2:2][C:1]([Cl:6])=[O:5])=[CH:10][CH:9]=1. The yield is 1.00. (2) The reactants are [CH3:1][C:2]1[C:6]2[CH:7]=[CH:8][C:9]([C:11]([O:13]C)=[O:12])=[CH:10][C:5]=2[O:4][N:3]=1.[OH-].[Na+]. The catalyst is CO. The product is [CH3:1][C:2]1[C:6]2[CH:7]=[CH:8][C:9]([C:11]([OH:13])=[O:12])=[CH:10][C:5]=2[O:4][N:3]=1. The yield is 0.920. (3) The reactants are [CH2:1]([O:3][C:4]1[CH:8]=[C:7]([NH2:9])[NH:6][N:5]=1)[CH3:2].Cl[C:11]1[CH:16]=[CH:15][N:14]=[C:13]([NH:17][CH2:18][C:19]2[O:23][N:22]=[C:21]([CH3:24])[CH:20]=2)[N:12]=1. The catalyst is C(O)C. The product is [CH2:1]([O:3][C:4]1[NH:5][N:6]=[C:7]([NH:9][C:11]2[CH:16]=[CH:15][N:14]=[C:13]([NH:17][CH2:18][C:19]3[O:23][N:22]=[C:21]([CH3:24])[CH:20]=3)[N:12]=2)[CH:8]=1)[CH3:2]. The yield is 0.230. (4) The reactants are [Br:1][C:2]1[CH:7]=[C:6]([Br:8])[CH:5]=[CH:4][C:3]=1[NH:9][C:10](=O)[C:11]1[CH:16]=[CH:15][C:14]([F:17])=[CH:13][CH:12]=1.COC1C=CC(P2(=S)SP(=S)(C3C=CC(OC)=CC=3)[S:28]2)=CC=1. The catalyst is C1(C)C=CC=CC=1. The product is [Br:1][C:2]1[CH:7]=[C:6]([Br:8])[CH:5]=[CH:4][C:3]=1[NH:9][C:10]([C:11]1[CH:16]=[CH:15][C:14]([F:17])=[CH:13][CH:12]=1)=[S:28]. The yield is 0.650. (5) The reactants are C(OC([N:8]([C:10]1([C@@H:13]2[CH2:17][CH2:16][NH:15][CH2:14]2)[CH2:12][CH2:11]1)[CH3:9])=O)(C)(C)C.C(N(CC)CC)C.F[C:26]1[C:35]([CH3:36])=[C:34]2[C:29]([C:30](=[O:44])[C:31]([C:41]([OH:43])=[O:42])=[CH:32][N:33]2[C@@H:37]2[CH2:39][C@@H:38]2[F:40])=[CH:28][CH:27]=1. The catalyst is CS(C)=O. The product is [F:40][C@H:38]1[CH2:39][C@H:37]1[N:33]1[C:34]2[C:29](=[CH:28][CH:27]=[C:26]([N:15]3[CH2:16][CH2:17][C@@H:13]([C:10]4([NH:8][CH3:9])[CH2:11][CH2:12]4)[CH2:14]3)[C:35]=2[CH3:36])[C:30](=[O:44])[C:31]([C:41]([OH:43])=[O:42])=[CH:32]1. The yield is 0.420. (6) The reactants are [Al+3].[Cl-].[Cl-].[Cl-].[C:5](Cl)(=[O:7])[CH3:6].C[O:10][C:11]1[CH:16]=[CH:15][C:14]([C:17]2([C:20]([O:22][CH3:23])=[O:21])[CH2:19][CH2:18]2)=[CH:13][CH:12]=1. The catalyst is C(=S)=S. The product is [CH3:23][O:22][C:20]([C:17]1([C:14]2[CH:15]=[CH:16][C:11]([OH:10])=[C:12]([C:5](=[O:7])[CH3:6])[CH:13]=2)[CH2:19][CH2:18]1)=[O:21]. The yield is 0.810. (7) The reactants are [NH2:1][C:2]1[CH:7]=[CH:6][C:5]([Br:8])=[CH:4][N:3]=1.[C:9](O[C:9]([O:11][C:12]([CH3:15])([CH3:14])[CH3:13])=[O:10])([O:11][C:12]([CH3:15])([CH3:14])[CH3:13])=[O:10]. The catalyst is C1COCC1. The product is [Br:8][C:5]1[CH:6]=[CH:7][C:2]([NH:1][C:9]([O:11][C:12]([CH3:15])([CH3:14])[CH3:13])=[O:10])=[N:3][CH:4]=1. The yield is 0.800.